From a dataset of Full USPTO retrosynthesis dataset with 1.9M reactions from patents (1976-2016). Predict the reactants needed to synthesize the given product. (1) Given the product [Cl:20][C:18]1[C:17](=[O:21])[N:12]([CH2:13][CH:14]([CH3:16])[CH3:15])[C:9]([C:3]2[CH:4]=[CH:5][C:6]([F:8])=[CH:7][C:2]=2[Cl:1])=[C:10]([Cl:23])[N:11]=1, predict the reactants needed to synthesize it. The reactants are: [Cl:1][C:2]1[CH:7]=[C:6]([F:8])[CH:5]=[CH:4][C:3]=1[CH:9]([NH:12][CH2:13][CH:14]([CH3:16])[CH3:15])[C:10]#[N:11].[C:17](Cl)(=[O:21])[C:18]([Cl:20])=O.[Cl:23]C1C=CC=CC=1. (2) The reactants are: C(OC([N:8]1[C@H:12]([C:13](O)=O)[C@H:11]([CH:16](C)C)[O:10]C1(C)C)=O)(C)(C)C.[NH2:21][C:22]1[CH:23]=[C:24]([C:29]2[CH:34]=[CH:33][C:32]([C:35]#[N:36])=[CH:31][CH:30]=2)[CH:25]=[CH:26][C:27]=1[NH2:28]. Given the product [NH2:8][C@H:12]([C:13]1[NH:28][C:27]2[CH:26]=[CH:25][C:24]([C:29]3[CH:34]=[CH:33][C:32]([C:35]#[N:36])=[CH:31][CH:30]=3)=[CH:23][C:22]=2[N:21]=1)[C@@H:11]([OH:10])[CH3:16], predict the reactants needed to synthesize it.